Dataset: Experimentally validated miRNA-target interactions with 360,000+ pairs, plus equal number of negative samples. Task: Binary Classification. Given a miRNA mature sequence and a target amino acid sequence, predict their likelihood of interaction. (1) The miRNA is hsa-miR-221-3p with sequence AGCUACAUUGUCUGCUGGGUUUC. The protein sequence of the target gene is MQPGSSRCEEETPSLLWGLDPVFLAFAKLYIRDILDMKESRQVPGVFLYNGHPIKQVDVLGTVIGVRERDAFYSYGVDDSTGVINCICWKKLNTESVSAAPSAARELSLTSQLKKLQETIEQKTKIEIGDTIRVRGSIRTYREEREIHATTYYKVDDPVWNIQIARMLELPTIYRKVYDQPFHSSALEKEEALSNPGALDLPSLTSLLSEKAKEFLMENRVQSFYQQELEMVESLLSLANQPVIHSASSDQVNFKKDTTSKAIHSIFKNAIQLLQEKGLVFQKDDGFDNLYYVTREDKDL.... Result: 1 (interaction). (2) The miRNA is hsa-miR-122-3p with sequence AACGCCAUUAUCACACUAAAUA. The protein sequence of the target gene is MFSKKPHGDVKKSTQKVLDTKKDALTRLKHLRIVIENAESIDLKQFFDQHFSHIYYVFFENFVTIEASLKQKGHKSQREELDAILFIFEKILQLLPERIHQRWQFHSIGLILKKLLHTGNSLKIRREGVRLFLLWLQALQNNCSKEQLWMFSCLIPGFSAPQSEHGPRTLDNLINPPLNLQETQVTIEEITPLVPPQSGDKGQEDLTSYFLEALLKYIVIQVKSLEWKNKENQERGFSFLFSHFKKYYLPYIFPNICKENSLYHPILDIPQMRPKPHYVVIKKDAETNEAIYCTKEPFIK.... Result: 0 (no interaction). (3) The miRNA is mmu-miR-1961 with sequence UGAGGUAGUAGUUAGAA. The protein sequence of the target gene is MLRVIVESASNIPKTKFGKPDPIVSVIFKDEKKKTKKVDNELNPVWNEILEFDLRGIPLDFSSSLGIIVKDFETIGQNKLIGTATVALKDLTGDQSRSLPYKLISLLNEKGQDTGATIDLVIGYDPPSAPHPNDLSGPSVPGMGGDGEEDEGDEDRLDNAVRGPGPKGPVGTVSEAQLARRLTKVKNSRRMLSNKPQDFQIRVRVIEGRQLSGNNIRPVVKVHVCGQTHRTRIKRGNNPFFDELFFYNVNMTPSELMDEIISIRVYNSHSLRADCLMGEFKIDVGFVYDEPGHAVMRKWL.... Result: 0 (no interaction). (4) The miRNA is hsa-miR-6503-3p with sequence GGGACUAGGAUGCAGACCUCC. The protein sequence of the target gene is MAKISSPTETERCIESLIAVFQKYAGKDGYNYTLSKTEFLSFMNTELAAFTKNQKDPGVLDRMMKKLDTNSDGQLDFSEFLNLIGGLAMACHDSFLKAVPSQKRT. Result: 0 (no interaction).